From a dataset of Experimentally validated miRNA-target interactions with 360,000+ pairs, plus equal number of negative samples. Binary Classification. Given a miRNA mature sequence and a target amino acid sequence, predict their likelihood of interaction. (1) The miRNA is hsa-miR-1307-3p with sequence ACUCGGCGUGGCGUCGGUCGUG. The protein sequence of the target gene is MSSYFVNSLFSKYKTGESLRPNYYDCGFAQDLGGRPTVVYGPSSGGSFQHPSQIQEFYHGPSSLSTAPYQQNPCAVACHGDPGNFYGYDPLQRQSLFGAQDPDLVQYADCKLAAASGLGEEAEGSEQSPSPTQLFPWMRPQAAAGRRRGRQTYSRYQTLELEKEFLFNPYLTRKRRIEVSHALGLTERQVKIWFQNRRMKWKKENNKDKFPSSKCEQEELEKQKLERAPEAADEGDAQKGDKK. Result: 0 (no interaction). (2) The miRNA is mmu-miR-338-5p with sequence AACAAUAUCCUGGUGCUGAGUG. The protein sequence of the target gene is MMIHGFQSSHQDFSFGPWKLTASKTHIMKSADVEKLADELHMPSLPEMMFGDNVLRIQHGSGFGIEFNATDALRCVNNYQGMLKVACAEEWQESRTEGEHSKEVIKPYDWTYTTDYKGTLLGESLKLKVVPTTDHIDTEKLKAREQIKFFEEVLLFEDELHDHGVSSLSVKIRVMPSSFFLLLRFFLRIDGVLIRMNDTRLYHEADKTYMLREYTSRESKIANLMHVPPSLFTEPNEISQYLPIKEAVCEKLVFPERIDPNPVDSQSTPSE. Result: 1 (interaction). (3) The miRNA is mmu-miR-466a-5p with sequence UAUGUGUGUGUACAUGUACAUA. Result: 1 (interaction). The protein sequence of the target gene is MRPAALLLCLTLLHCAGAGFPEDSEPISISHGNYTKQYPVFVGHKPGRNTTQRHRLDIQMIMIMNRTLYVAARDHIYTVDIDTSHTEEIYCSKKLTWKSRQADVDTCRMKGKHKDECHNFIKVLLKKNDDTLFVCGTNAFNPSCRNYRVDTLETFGDEFSGMARCPYDAKHANIALFADGKLYSATVTDFLAIDAVIYRSLGDSPTLRTVKHDSKWLKEPYFVQAVDYGDYIYFFFREIAVEYNTMGKVVFPRVAQVCKNDMGGSQRVLEKQWTSFLKARLNCSVPGDSHFYFNILQAVT.... (4) The miRNA is mmu-miR-539-3p with sequence CAUACAAGGAUAAUUUCUUUUU. The protein sequence of the target gene is MEAQSYCAKLLGELNEQRKRDFFCDCSIIVEGRIFKAHRNILFANSGYFRALLLHYIQDSGRHSTASLDIVTSDAFSTILDFLYSGKLDLCGENVIEVMSAASYLQMNEVVNFCKTYIRSSLDICRKMEKEAAVAAAMAAAAAAAAAAAHQIDSESPSSGLEGTSCGTKSFVSSPVDGEGSLDCTISSCDDCHPLELVAKDSQGSGVSDNDLCVVPRRVEPKVEFDVARVEVEADEQLQQYAAPLAHMEEGLPSNQALDLTYSSYHVKQFLEALLRNGAVQSKDDLDCHSSRGLEGRLEG.... Result: 1 (interaction). (5) Result: 0 (no interaction). The protein sequence of the target gene is MDGSGPFSCPICLEPLREPVTLPCGHNFCLACLGALWPHRGASGAGGPGGAARCPLCQEPFPDGLQLRKNHTLSELLQLRQGSGPGSGPGPAPALAPEPSAPSALPSVPEPSAPCAPEPWPAGEEPVRCDACPEGAALPAALSCLSCLASFCPAHLGPHERSPALRGHRLVPPLRRLEESLCPRHLRPLERYCRAERVCLCEACAAQEHRGHELVPLEQERALQEAEQSKVLSAVEDRMDELGAGIAQSRRTVALIKSAAVAERERVSRLFADAAAALQGFQTQVLGFIEEGEAAMLGRS.... The miRNA is hsa-miR-5580-3p with sequence CACAUAUGAAGUGAGCCAGCAC.